From a dataset of Full USPTO retrosynthesis dataset with 1.9M reactions from patents (1976-2016). Predict the reactants needed to synthesize the given product. Given the product [Cl:10][C:11]1[CH:33]=[CH:32][C:14]([CH2:15][NH:16][C:17]([C:19]2[C:20](=[O:31])[C:21]3[CH:28]=[C:27]([CH2:29][N:37]4[CH2:38][CH2:39][CH2:40][C@@H:36]4[C@@H:35]([OH:34])[C:41]4[CH:46]=[CH:45][CH:44]=[CH:43][CH:42]=4)[O:26][C:22]=3[N:23]([CH3:25])[CH:24]=2)=[O:18])=[CH:13][CH:12]=1, predict the reactants needed to synthesize it. The reactants are: C(N(CC)C(C)C)(C)C.[Cl:10][C:11]1[CH:33]=[CH:32][C:14]([CH2:15][NH:16][C:17]([C:19]2[C:20](=[O:31])[C:21]3[CH:28]=[C:27]([CH2:29]Cl)[O:26][C:22]=3[N:23]([CH3:25])[CH:24]=2)=[O:18])=[CH:13][CH:12]=1.[OH:34][CH:35]([C:41]1[CH:46]=[CH:45][CH:44]=[CH:43][CH:42]=1)[CH:36]1[CH2:40][CH2:39][CH2:38][NH:37]1.O.